From a dataset of Full USPTO retrosynthesis dataset with 1.9M reactions from patents (1976-2016). Predict the reactants needed to synthesize the given product. (1) Given the product [Br:13][C:12]1[CH:11]=[N:10][N:9]([C:14]2[CH:19]=[CH:18][C:17]([S:20]([CH3:23])(=[O:22])=[O:21])=[C:16]([C:24]3[CH2:28][CH2:27][O:26][N:25]=3)[C:15]=2[CH3:29])[C:8](=[O:30])[C:7]=1[O:2][CH3:1], predict the reactants needed to synthesize it. The reactants are: [CH3:1][O-:2].[Na+].CO.Br[C:7]1[C:8](=[O:30])[N:9]([C:14]2[CH:19]=[CH:18][C:17]([S:20]([CH3:23])(=[O:22])=[O:21])=[C:16]([C:24]3[CH2:28][CH2:27][O:26][N:25]=3)[C:15]=2[CH3:29])[N:10]=[CH:11][C:12]=1[Br:13].O. (2) Given the product [CH:33]([C@:27]1([C:30]([N:12]2[CH2:11][CH2:10][N:9]([C:7]3[CH:6]=[CH:5][CH:4]=[C:3]([C:2]([F:1])([F:15])[F:16])[N:8]=3)[CH2:14][CH2:13]2)=[O:31])[CH2:28][CH2:29][C@@H:25]([NH:24][C:22](=[O:23])[O:21][C:17]([CH3:19])([CH3:18])[CH3:20])[CH2:26]1)([CH3:35])[CH3:34], predict the reactants needed to synthesize it. The reactants are: [F:1][C:2]([F:16])([F:15])[C:3]1[N:8]=[C:7]([N:9]2[CH2:14][CH2:13][NH:12][CH2:11][CH2:10]2)[CH:6]=[CH:5][CH:4]=1.[C:17]([O:21][C:22]([NH:24][C@@H:25]1[CH2:29][CH2:28][C@:27]([CH:33]([CH3:35])[CH3:34])([C:30](O)=[O:31])[CH2:26]1)=[O:23])([CH3:20])([CH3:19])[CH3:18].C(N(CC)CC)C.F[P-](F)(F)(F)(F)F.N1(O[P+](N(C)C)(N(C)C)N(C)C)C2C=CC=CC=2N=N1. (3) Given the product [CH3:10][O:9][C:6]1[CH:7]=[CH:8][C:3]([CH:2]=[O:16])=[C:4]([N+:11]([O-:13])=[O:12])[CH:5]=1, predict the reactants needed to synthesize it. The reactants are: Br[CH:2](Br)[C:3]1[CH:8]=[CH:7][C:6]([O:9][CH3:10])=[CH:5][C:4]=1[N+:11]([O-:13])=[O:12].C([O-])(O)=[O:16].[Na+].